This data is from Catalyst prediction with 721,799 reactions and 888 catalyst types from USPTO. The task is: Predict which catalyst facilitates the given reaction. (1) Reactant: [Cl:1][C:2]1[C:3](=[O:11])[N:4]([CH2:9][CH3:10])[N:5]=[CH:6][C:7]=1Cl.[CH3:12][O-:13].[Na+]. Product: [Cl:1][C:2]1[C:3](=[O:11])[N:4]([CH2:9][CH3:10])[N:5]=[CH:6][C:7]=1[O:13][CH3:12]. The catalyst class is: 5. (2) Reactant: [H-].[Na+].[Br:3][C:4]1[CH:5]=[C:6]2[C:10](=[CH:11][CH:12]=1)[NH:9][CH:8]=[CH:7]2.[C:13]1([N:19]=[C:20]=[O:21])[CH:18]=[CH:17][CH:16]=[CH:15][CH:14]=1. Product: [Br:3][C:4]1[CH:5]=[C:6]2[C:10](=[CH:11][CH:12]=1)[N:9]([C:20]([NH:19][C:13]1[CH:18]=[CH:17][CH:16]=[CH:15][CH:14]=1)=[O:21])[CH:8]=[CH:7]2. The catalyst class is: 9. (3) Reactant: C(OC(=O)[N:7]([C:16]1[CH:21]=[CH:20][C:19]([CH:22]([C:24]2[C:32]3[C:27](=[N:28][CH:29]=[C:30]([Br:33])[CH:31]=3)[NH:26][CH:25]=2)O)=[CH:18][N:17]=1)[CH2:8][C:9]1[CH:14]=[CH:13][C:12]([Cl:15])=[CH:11][CH:10]=1)(C)(C)C.FC(F)(F)C(O)=O.C([SiH](CC)CC)C.O. Product: [Br:33][C:30]1[CH:31]=[C:32]2[C:24]([CH2:22][C:19]3[CH:20]=[CH:21][C:16]([NH:7][CH2:8][C:9]4[CH:14]=[CH:13][C:12]([Cl:15])=[CH:11][CH:10]=4)=[N:17][CH:18]=3)=[CH:25][NH:26][C:27]2=[N:28][CH:29]=1. The catalyst class is: 10.